From a dataset of Full USPTO retrosynthesis dataset with 1.9M reactions from patents (1976-2016). Predict the reactants needed to synthesize the given product. Given the product [Cl:1][C:2]1[CH:3]=[CH:4][C:5]([CH2:6][N:7]2[CH:8]=[C:9]([C:14]3[CH:19]=[CH:18][C:17]([NH:20][CH2:28][CH2:29][N:30]([CH3:31])[CH3:32])=[CH:16][CH:15]=3)[CH:10]=[CH:11][C:12]2=[O:13])=[CH:33][CH:34]=1, predict the reactants needed to synthesize it. The reactants are: [Cl:1][C:2]1[CH:34]=[CH:33][C:5]([CH2:6][N:7]2[C:12](=[O:13])[CH:11]=[CH:10][C:9]([C:14]3[CH:19]=[CH:18][C:17]([N:20]([CH2:28][CH2:29][N:30]([CH3:32])[CH3:31])C(=O)OC(C)(C)C)=[CH:16][CH:15]=3)=[CH:8]2)=[CH:4][CH:3]=1.C(O)(C(F)(F)F)=O.